This data is from Full USPTO retrosynthesis dataset with 1.9M reactions from patents (1976-2016). The task is: Predict the reactants needed to synthesize the given product. (1) Given the product [CH:60]1([C:63]([N:9]2[CH:2]3[CH2:8][CH2:7][CH:6]2[CH2:5][N:4]([C:10]2[C:15]([F:16])=[CH:14][N:13]=[C:12]([NH:17][C:18]4[CH:28]=[CH:27][C:21]([C:22]([NH:24][CH2:25][CH3:26])=[O:23])=[CH:20][CH:19]=4)[N:11]=2)[CH2:3]3)=[O:64])[CH2:62][CH2:61]1, predict the reactants needed to synthesize it. The reactants are: Cl.[C@@H:2]12[NH:9][C@@H:6]([CH2:7][CH2:8]1)[CH2:5][N:4]([C:10]1[C:15]([F:16])=[CH:14][N:13]=[C:12]([NH:17][C:18]3[CH:28]=[CH:27][C:21]([C:22]([NH:24][CH2:25][CH3:26])=[O:23])=[CH:20][CH:19]=3)[N:11]=1)[CH2:3]2.C(N(CC)CC)C.CN(C(ON1N=NC2C=CC=NC1=2)=[N+](C)C)C.F[P-](F)(F)(F)(F)F.[CH:60]1([C:63](O)=[O:64])[CH2:62][CH2:61]1. (2) Given the product [NH:47]1[C:48]2[C:44](=[C:43]([O:42][CH2:2][C:3]3[CH:8]=[CH:7][C:6]([CH:9]4[CH2:14][CH2:13][N:12]([C:15]([O:17][CH2:18][C:19]5[CH:24]=[CH:23][CH:22]=[CH:21][CH:20]=5)=[O:16])[CH2:11][CH:10]4[O:25][CH2:26][C:27]4[CH:28]=[CH:29][C:30]5[O:35][CH2:34][CH2:33][N:32]([CH2:36][CH2:37][CH2:38][O:39][CH3:40])[C:31]=5[CH:41]=4)=[CH:5][CH:4]=3)[CH:51]=[CH:50][CH:49]=2)[CH:45]=[CH:46]1, predict the reactants needed to synthesize it. The reactants are: Cl[CH2:2][C:3]1[CH:8]=[CH:7][C:6]([CH:9]2[CH2:14][CH2:13][N:12]([C:15]([O:17][CH2:18][C:19]3[CH:24]=[CH:23][CH:22]=[CH:21][CH:20]=3)=[O:16])[CH2:11][CH:10]2[O:25][CH2:26][C:27]2[CH:28]=[CH:29][C:30]3[O:35][CH2:34][CH2:33][N:32]([CH2:36][CH2:37][CH2:38][O:39][CH3:40])[C:31]=3[CH:41]=2)=[CH:5][CH:4]=1.[OH:42][C:43]1[CH:51]=[CH:50][CH:49]=[C:48]2[C:44]=1[CH:45]=[CH:46][NH:47]2. (3) Given the product [CH2:5]([N:9]([CH2:23][CH:24]([CH3:26])[CH3:25])[C:10](=[N:12][C:13]1[CH:18]=[CH:17][C:16]([N+:19]([O-:21])=[O:20])=[CH:15][C:14]=1[CH3:22])[C:1]#[CH:2])[CH:6]([CH3:8])[CH3:7], predict the reactants needed to synthesize it. The reactants are: [C:1]([Mg]Br)#[CH:2].[CH2:5]([N:9]([CH2:23][CH:24]([CH3:26])[CH3:25])[C:10]([NH:12][C:13]1[CH:18]=[CH:17][C:16]([N+:19]([O-:21])=[O:20])=[CH:15][C:14]=1[CH3:22])=O)[CH:6]([CH3:8])[CH3:7]. (4) Given the product [C:1]([O:5][C:6]([N:8]1[CH2:14][CH2:13][CH2:12][N:11]([C:15]2[N:19]([CH:20]=[CH2:21])[C:18]3[CH:27]=[CH:28][CH:29]=[CH:30][C:17]=3[N:16]=2)[CH2:10][CH2:9]1)=[O:7])([CH3:2])([CH3:3])[CH3:4], predict the reactants needed to synthesize it. The reactants are: [C:1]([O:5][C:6]([N:8]1[CH2:14][CH2:13][CH2:12][N:11]([C:15]2[N:19]([CH2:20][CH2:21]OS(C)(=O)=O)[C:18]3[CH:27]=[CH:28][CH:29]=[CH:30][C:17]=3[N:16]=2)[CH2:10][CH2:9]1)=[O:7])([CH3:4])([CH3:3])[CH3:2].FC(F)(F)CO.O1CCCC1.[H-].[Na+].